Predict the reaction yield, written as a fraction of the theoretical maximum amount of product (1.0 means a 100% yield; for example, 0.34 means a 34% yield). From a dataset of Reaction yield outcomes from USPTO patents with 853,638 reactions. The catalyst is CN(C=O)C.O. The product is [F:1][C:2]([CH3:36])([CH3:35])[CH2:3][N:4]1[CH2:5][CH2:6][CH:7]([CH2:10][O:11][C:12]2[CH:13]=[CH:14][C:15]([C:18]3[C:19]([C:24]([N:26]4[CH2:27][CH2:28][CH:29]([C:32]([NH2:47])=[O:33])[CH2:30][CH2:31]4)=[O:25])=[CH:20][CH:21]=[CH:22][CH:23]=3)=[CH:16][CH:17]=2)[CH2:8][CH2:9]1. The reactants are [F:1][C:2]([CH3:36])([CH3:35])[CH2:3][N:4]1[CH2:9][CH2:8][CH:7]([CH2:10][O:11][C:12]2[CH:17]=[CH:16][C:15]([C:18]3[C:19]([C:24]([N:26]4[CH2:31][CH2:30][CH:29]([C:32](O)=[O:33])[CH2:28][CH2:27]4)=[O:25])=[CH:20][CH:21]=[CH:22][CH:23]=3)=[CH:14][CH:13]=2)[CH2:6][CH2:5]1.C(Cl)CCl.C1C=CC2N(O)N=[N:47]C=2C=1.CCN(C(C)C)C(C)C.[NH4+].[Cl-]. The yield is 0.700.